The task is: Predict the product of the given reaction.. This data is from Forward reaction prediction with 1.9M reactions from USPTO patents (1976-2016). Given the reactants [C:1]1(B(O)O)[CH:6]=[CH:5][CH:4]=[CH:3][CH:2]=1.C(=O)([O-])[O-].[Cs+].[Cs+].[CH3:16][O:17][C:18](=[O:30])[C:19]1[CH:24]=[CH:23][C:22](Br)=[CH:21][C:20]=1[C:26]([F:29])([F:28])[F:27], predict the reaction product. The product is: [CH3:16][O:17][C:18]([C:19]1[CH:24]=[CH:23][C:22]([C:1]2[CH:6]=[CH:5][CH:4]=[CH:3][CH:2]=2)=[CH:21][C:20]=1[C:26]([F:29])([F:28])[F:27])=[O:30].